This data is from Peptide-MHC class I binding affinity with 185,985 pairs from IEDB/IMGT. The task is: Regression. Given a peptide amino acid sequence and an MHC pseudo amino acid sequence, predict their binding affinity value. This is MHC class I binding data. The peptide sequence is IYDFYYLDY. The MHC is HLA-A02:03 with pseudo-sequence HLA-A02:03. The binding affinity (normalized) is 0.0847.